This data is from Full USPTO retrosynthesis dataset with 1.9M reactions from patents (1976-2016). The task is: Predict the reactants needed to synthesize the given product. (1) Given the product [CH2:1]([O:8][C:9](=[O:10])[NH:11][CH2:12][CH2:13][CH2:14][C@H:15]([NH:19][C:20]([O:22][C:23]([CH3:26])([CH3:25])[CH3:24])=[O:21])[C:16](=[O:17])[NH2:28])[C:2]1[CH:7]=[CH:6][CH:5]=[CH:4][CH:3]=1, predict the reactants needed to synthesize it. The reactants are: [CH2:1]([O:8][C:9]([NH:11][CH2:12][CH2:13][CH2:14][C@H:15]([NH:19][C:20]([O:22][C:23]([CH3:26])([CH3:25])[CH3:24])=[O:21])[C:16](O)=[O:17])=[O:10])[C:2]1[CH:7]=[CH:6][CH:5]=[CH:4][CH:3]=1.C[N:28]1CCOCC1.ClC(OCC(C)C)=O.[OH-].[NH4+]. (2) Given the product [CH3:13][O:14][C:15]1[CH:28]=[CH:27][C:18]2[C:19]([CH:22]([C:29](=[O:31])[CH3:30])[C:23]([O:25][CH3:26])=[O:24])=[CH:20][O:21][C:17]=2[CH:16]=1, predict the reactants needed to synthesize it. The reactants are: C([Li])CCC.C(NC(C)C)(C)C.[CH3:13][O:14][C:15]1[CH:28]=[CH:27][C:18]2[C:19]([CH2:22][C:23]([O:25][CH3:26])=[O:24])=[CH:20][O:21][C:17]=2[CH:16]=1.[C:29](OC(=O)C)(=[O:31])[CH3:30].[Cl-].[NH4+]. (3) Given the product [CH3:17][O:18][C:19]1[CH:24]=[CH:23][C:22]([C:10]2[CH:11]=[C:12]([CH:15]=[O:16])[S:13][CH:14]=2)=[CH:21][CH:20]=1, predict the reactants needed to synthesize it. The reactants are: P([O-])([O-])([O-])=O.[K+].[K+].[K+].Br[C:10]1[CH:11]=[C:12]([CH:15]=[O:16])[S:13][CH:14]=1.[CH3:17][O:18][C:19]1[CH:24]=[CH:23][C:22](B(O)O)=[CH:21][CH:20]=1. (4) Given the product [CH3:5][C:6]1[CH:19]=[CH:18][C:9]([CH2:10][C:11]2[S:15][C:14](/[CH:16]=[CH:23]/[N+:20]([O-:22])=[O:21])=[CH:13][CH:12]=2)=[CH:8][CH:7]=1, predict the reactants needed to synthesize it. The reactants are: C(O)(=O)C.[CH3:5][C:6]1[CH:19]=[CH:18][C:9]([CH2:10][C:11]2[S:15][C:14]([CH:16]=O)=[CH:13][CH:12]=2)=[CH:8][CH:7]=1.[N+:20]([CH3:23])([O-:22])=[O:21].C([O-])(=O)C.[NH4+]. (5) Given the product [NH2:11][C@@H:12]1[CH2:17][C@@H:16]2[N:18]([C:19]([O:21][C:22]([CH3:25])([CH3:24])[CH3:23])=[O:20])[C@H:13]1[CH2:14][CH2:15]2, predict the reactants needed to synthesize it. The reactants are: C(OC([NH:11][C@@H:12]1[CH2:17][C@@H:16]2[N:18]([C:19]([O:21][C:22]([CH3:25])([CH3:24])[CH3:23])=[O:20])[C@H:13]1[CH2:14][CH2:15]2)=O)C1C=CC=CC=1.[H][H]. (6) Given the product [CH3:12][O:13][C:14]([C@:16]12[CH2:23][CH2:22][CH2:21][C@H:20]1[CH2:19][N:18]([C:2]([O:4][CH2:5][C:6]1[CH:11]=[CH:10][CH:9]=[CH:8][CH:7]=1)=[O:3])[CH2:17]2)=[O:15], predict the reactants needed to synthesize it. The reactants are: Cl[C:2]([O:4][CH2:5][C:6]1[CH:11]=[CH:10][CH:9]=[CH:8][CH:7]=1)=[O:3].[CH3:12][O:13][C:14]([C@:16]12[CH2:23][CH2:22][CH2:21][C@H:20]1[CH2:19][N:18](CC1C=CC=CC=1)[CH2:17]2)=[O:15]. (7) Given the product [OH:8][C:7]1[CH:9]=[CH:10][CH:11]=[CH:12][C:6]=1[C:5]([NH:1][OH:2])=[O:14], predict the reactants needed to synthesize it. The reactants are: [NH2:1][OH:2].[OH-].[Na+].[C:5]([O:14]C)(=O)[C:6]1[C:7](=[CH:9][CH:10]=[CH:11][CH:12]=1)[OH:8]. (8) Given the product [NH2:1][C:2]1[C:3]2[C:10]([C:29]3[CH:28]=[C:27]4[C:32]([CH:33]=[CH:34][C:25]([C:19]5[CH:24]=[CH:23][CH:22]=[CH:21][CH:20]=5)=[N:26]4)=[CH:31][CH:30]=3)=[CH:9][N:8]([C@@H:12]3[CH2:15][C@H:14]([C:16]([NH2:18])=[O:17])[CH2:13]3)[C:4]=2[N:5]=[CH:6][N:7]=1, predict the reactants needed to synthesize it. The reactants are: [NH2:1][C:2]1[C:3]2[C:10](I)=[CH:9][N:8]([C@@H:12]3[CH2:15][C@H:14]([C:16]([NH2:18])=[O:17])[CH2:13]3)[C:4]=2[N:5]=[CH:6][N:7]=1.[C:19]1([C:25]2[CH:34]=[CH:33][C:32]3[C:27](=[CH:28][C:29](B4OC(C)(C)C(C)(C)O4)=[CH:30][CH:31]=3)[N:26]=2)[CH:24]=[CH:23][CH:22]=[CH:21][CH:20]=1.C([O-])([O-])=O.[Na+].[Na+].CN(C=O)C. (9) Given the product [Na:30].[CH3:60][C:61]1([CH3:68])[O:66][CH2:65][CH:64]([O:10][C:11]2[CH:16]=[CH:15][N:14]=[C:13]([CH2:17][S:18]([C:20]3[NH:21][C:22]4[CH:28]=[CH:27][CH:26]=[CH:25][C:23]=4[N:24]=3)=[O:19])[C:12]=2[CH3:29])[CH2:63][O:62]1, predict the reactants needed to synthesize it. The reactants are: COC1OCC(C[O:10][C:11]2[CH:16]=[CH:15][N:14]=[C:13]([CH2:17][S:18]([C:20]3[NH:24][C:23]4[CH:25]=[CH:26][CH:27]=[CH:28][C:22]=4[N:21]=3)=[O:19])[C:12]=2[CH3:29])CO1.[Na:30].COC1OCC(COC2C=CN=C(CS(C3NC4C=CC=CC=4N=3)=O)C=2C)CO1.[CH3:60][C:61]1([CH3:68])[O:66][CH2:65][CH:64](O)[CH2:63][O:62]1. (10) Given the product [CH3:11][C:12]1[C:13]([O:5][C@H:6]2[CH2:10][CH2:9][O:8][CH2:7]2)=[CH:14][CH:15]=[CH:16][C:17]=1[OH:18], predict the reactants needed to synthesize it. The reactants are: CS([O:5][C@@H:6]1[CH2:10][CH2:9][O:8][CH2:7]1)(=O)=O.[CH3:11][C:12]1[C:17]([OH:18])=[CH:16][CH:15]=[CH:14][C:13]=1O.C(=O)([O-])[O-].[Cs+].[Cs+].Cl.